From a dataset of Full USPTO retrosynthesis dataset with 1.9M reactions from patents (1976-2016). Predict the reactants needed to synthesize the given product. (1) Given the product [F:1][C:2]([F:36])([O:26][C:27]1[CH:35]=[CH:34][C:30]([C:31]([Cl:39])=[O:32])=[CH:29][CH:28]=1)[CH:3]([F:25])[O:4][C:5]([F:24])([F:23])[C:6]([F:22])([O:11][C:12]([F:21])([F:20])[C:13]([F:19])([F:18])[C:14]([F:17])([F:16])[F:15])[C:7]([F:10])([F:9])[F:8], predict the reactants needed to synthesize it. The reactants are: [F:1][C:2]([F:36])([O:26][C:27]1[CH:35]=[CH:34][C:30]([C:31](O)=[O:32])=[CH:29][CH:28]=1)[CH:3]([F:25])[O:4][C:5]([F:24])([F:23])[C:6]([F:22])([O:11][C:12]([F:21])([F:20])[C:13]([F:19])([F:18])[C:14]([F:17])([F:16])[F:15])[C:7]([F:10])([F:9])[F:8].S(Cl)([Cl:39])=O. (2) Given the product [CH3:1][C:2]1[N:3]=[CH:4][C:5](/[CH:8]=[N:16]/[S:14]([C:11]([CH3:13])([CH3:12])[CH3:10])=[O:15])=[N:6][CH:7]=1, predict the reactants needed to synthesize it. The reactants are: [CH3:1][C:2]1[N:3]=[CH:4][C:5]([CH:8]=O)=[N:6][CH:7]=1.[CH3:10][C:11]([S@@:14]([NH2:16])=[O:15])([CH3:13])[CH3:12]. (3) Given the product [CH3:4][NH:5][C:6]1[C:11]([NH2:12])=[CH:10][CH:9]=[CH:8][N:7]=1, predict the reactants needed to synthesize it. The reactants are: N#N.O.[CH3:4][NH:5][C:6]1[C:11]([N+:12]([O-])=O)=[CH:10][CH:9]=[CH:8][N:7]=1.NN. (4) Given the product [NH2:17][CH:11]([C:4]1[C:5]([O:9][CH3:10])=[CH:6][CH:7]=[CH:8][C:3]=1[O:2][CH3:1])[C:12]([O:14][CH2:15][CH3:16])=[O:13], predict the reactants needed to synthesize it. The reactants are: [CH3:1][O:2][C:3]1[CH:8]=[CH:7][CH:6]=[C:5]([O:9][CH3:10])[C:4]=1[CH:11]([NH:17]S(C(C)(C)C)=O)[C:12]([O:14][CH2:15][CH3:16])=[O:13].Cl.O1CCOCC1. (5) Given the product [C:5]([O:7][CH:2]([CH3:3])[CH3:1])(=[O:6])[CH2:4][CH2:8][C:9]([CH3:10])=[O:11], predict the reactants needed to synthesize it. The reactants are: [CH3:1][C:2]1[O:7][C:5](=[O:6])[CH2:4][CH:3]=1.[CH3:8][CH:9]([OH:11])[CH3:10]. (6) The reactants are: [ClH:1].[CH3:2][C@@H:3]1[CH2:12][C:11]2[C:6](=[CH:7][CH:8]=[C:9]([CH2:13][CH2:14][N:15]3[CH2:20][CH2:19][NH:18][CH2:17][CH2:16]3)[CH:10]=2)[C:5](=[O:21])[O:4]1.BrC1C=C2C(=CC=1)C(=O)O[C@@H](C)C2. Given the product [ClH:1].[CH3:2][C@H:3]1[CH2:12][C:11]2[C:6](=[CH:7][CH:8]=[C:9]([CH2:13][CH2:14][N:15]3[CH2:16][CH2:17][NH:18][CH2:19][CH2:20]3)[CH:10]=2)[C:5](=[O:21])[O:4]1, predict the reactants needed to synthesize it. (7) Given the product [CH:12]1([C:11]([OH:15])=[O:14])[C:6]2[C:1](=[CH:2][CH:3]=[CH:4][CH:5]=2)[CH2:7][CH2:8][O:9]1, predict the reactants needed to synthesize it. The reactants are: [C:1]1([CH2:7][CH2:8][OH:9])[CH:6]=[CH:5][CH:4]=[CH:3][CH:2]=1.O.[C:11]([OH:15])(=[O:14])[CH:12]=O.